From a dataset of Forward reaction prediction with 1.9M reactions from USPTO patents (1976-2016). Predict the product of the given reaction. (1) Given the reactants [NH:1]1[CH2:4][CH:3]([O:5][C:6]2[CH:11]=[CH:10][C:9]([C:12]3[CH:13]=[CH:14][C:15]([S:18]([CH3:21])(=[O:20])=[O:19])=[N:16][CH:17]=3)=[CH:8][CH:7]=2)[CH2:2]1.[CH3:22][O:23][C:24]1[CH:31]=[CH:30][C:27]([CH:28]=O)=[CH:26][N:25]=1.C(O[BH-](OC(=O)C)OC(=O)C)(=O)C.[Na+], predict the reaction product. The product is: [CH3:21][S:18]([C:15]1[CH:14]=[CH:13][C:12]([C:9]2[CH:8]=[CH:7][C:6]([O:5][CH:3]3[CH2:4][N:1]([CH2:28][C:27]4[CH:26]=[N:25][C:24]([O:23][CH3:22])=[CH:31][CH:30]=4)[CH2:2]3)=[CH:11][CH:10]=2)=[CH:17][N:16]=1)(=[O:20])=[O:19]. (2) Given the reactants [Li]CCCC.[CH3:6][C:7]([O-:10])([CH3:9])[CH3:8].[K+].C(NC(C)C)(C)C.CC(OC([N:26]([CH:34]([C:36]1[CH:41]=[CH:40][C:39]([C:42]2[CH:47]=[CH:46][CH:45]=[CH:44][CH:43]=2)=[CH:38][CH:37]=1)[CH3:35])[C:27]([O:29][C:30]([CH3:33])([CH3:32])[CH3:31])=[O:28])=O)(C)C.C1C[O:51][CH2:50]C1, predict the reaction product. The product is: [C:39]1([C:42]2[CH:47]=[CH:46][CH:45]=[CH:44][CH:43]=2)[CH:40]=[CH:41][C:36]([C@@:34]([C:50]([O:10][C:7]([CH3:9])([CH3:8])[CH3:6])=[O:51])([CH3:35])[NH:26][C:27]([O:29][C:30]([CH3:32])([CH3:31])[CH3:33])=[O:28])=[CH:37][CH:38]=1. (3) Given the reactants C([O-])([O-])=O.[K+].[K+].[CH2:7]([O:9][C:10](=[O:23])[C:11]1[CH:16]=[C:15](I)[C:14]([O:18][CH2:19][CH2:20][OH:21])=[C:13]([Br:22])[CH:12]=1)[CH3:8].[F:24][C:25]([F:36])([F:35])[C:26]1[CH:27]=[C:28](B(O)O)[CH:29]=[CH:30][CH:31]=1.C(Cl)Cl.Cl, predict the reaction product. The product is: [CH2:7]([O:9][C:10](=[O:23])[C:11]1[CH:16]=[C:15]([C:30]2[CH:29]=[CH:28][CH:27]=[C:26]([C:25]([F:36])([F:35])[F:24])[CH:31]=2)[C:14]([O:18][CH2:19][CH2:20][OH:21])=[C:13]([C:30]2[CH:29]=[CH:28][CH:27]=[C:26]([C:25]([F:36])([F:35])[F:24])[CH:31]=2)[CH:12]=1)[CH3:8].[CH2:7]([O:9][C:10](=[O:23])[C:11]1[CH:16]=[C:15]([C:30]2[CH:29]=[CH:28][CH:27]=[C:26]([C:25]([F:36])([F:35])[F:24])[CH:31]=2)[C:14]([O:18][CH2:19][CH2:20][OH:21])=[C:13]([Br:22])[CH:12]=1)[CH3:8].